This data is from Retrosynthesis with 50K atom-mapped reactions and 10 reaction types from USPTO. The task is: Predict the reactants needed to synthesize the given product. Given the product CC[C@@H]1C(=O)N(C)c2cnc(NCCN)nc2N1C(C)C, predict the reactants needed to synthesize it. The reactants are: CC[C@@H]1C(=O)N(C)c2cnc(Cl)nc2N1C(C)C.NCCN.